Dataset: Full USPTO retrosynthesis dataset with 1.9M reactions from patents (1976-2016). Task: Predict the reactants needed to synthesize the given product. (1) Given the product [C:3]([O:7][C:8]([N:10]1[CH2:11][CH2:12][C:13]([C:18]2[CH:23]=[CH:22][C:21]([Cl:24])=[CH:20][CH:19]=2)([CH2:16][OH:17])[CH2:14][CH2:15]1)=[O:9])([CH3:6])([CH3:4])[CH3:5], predict the reactants needed to synthesize it. The reactants are: [BH4-].[Na+].[C:3]([O:7][C:8]([N:10]1[CH2:15][CH2:14][C:13]([C:18]2[CH:23]=[CH:22][C:21]([Cl:24])=[CH:20][CH:19]=2)([CH:16]=[O:17])[CH2:12][CH2:11]1)=[O:9])([CH3:6])([CH3:5])[CH3:4]. (2) Given the product [CH3:18][C:9]1([C:14]([O:16][CH3:17])=[O:15])[CH2:10][O:11][CH2:12][CH2:13][NH:8]1, predict the reactants needed to synthesize it. The reactants are: C([N:8]1[CH2:13][CH2:12][O:11][CH2:10][C:9]1([CH3:18])[C:14]([O:16][CH3:17])=[O:15])C1C=CC=CC=1. (3) Given the product [N:15]1[CH:16]=[CH:17][CH:18]=[CH:19][C:14]=1[C:12]([CH:9]1[CH2:8][CH2:7][N:6]([CH2:5][C:4]([OH:20])=[O:3])[CH2:11][CH2:10]1)=[O:13], predict the reactants needed to synthesize it. The reactants are: C([O:3][C:4](=[O:20])[CH2:5][N:6]1[CH2:11][CH2:10][CH:9]([C:12]([C:14]2[CH:19]=[CH:18][CH:17]=[CH:16][N:15]=2)=[O:13])[CH2:8][CH2:7]1)C.C(O)C.[OH-].[Na+].Cl. (4) Given the product [CH:2]([C:3]1[NH:14][C:6]2[C:5]([CH:4]=1)=[CH:10][CH:9]=[C:8]([N+:11]([O-:13])=[O:12])[CH:7]=2)([CH3:20])[CH3:1], predict the reactants needed to synthesize it. The reactants are: [CH3:1][CH:2]([CH3:20])[C:3]#[C:4][C:5]1[CH:10]=[CH:9][C:8]([N+:11]([O-:13])=[O:12])=[CH:7][C:6]=1[NH:14]C(=O)CCC.CC([O-])(C)C.[K+]. (5) Given the product [O:19]1[CH2:23][CH2:22][CH:21]([CH2:24][NH:25][C:12]([C:9]2[CH:8]=[C:7]([CH2:6][O:5][CH2:4][C:3]3[CH:15]=[CH:16][CH:17]=[CH:18][C:2]=3[Cl:1])[O:11][N:10]=2)=[O:14])[CH2:20]1, predict the reactants needed to synthesize it. The reactants are: [Cl:1][C:2]1[CH:18]=[CH:17][CH:16]=[CH:15][C:3]=1[CH2:4][O:5][CH2:6][C:7]1[O:11][N:10]=[C:9]([C:12]([OH:14])=O)[CH:8]=1.[O:19]1[CH2:23][CH2:22][CH:21]([CH2:24][NH2:25])[CH2:20]1.O1CCCC1.F[P-](F)(F)(F)(F)F.N1(O[P+](N2CCCC2)(N2CCCC2)N2CCCC2)C2C=CC=CC=2N=N1. (6) Given the product [C:9]([O:13][C:14](=[O:40])[NH:15][C@@H:16]([CH:38]=[CH2:39])[CH2:17][N:18]1[C:22]2[N:23]=[CH:24][N:25]=[C:26]([NH2:27])[C:21]=2[C:20]([C:28]2[CH:29]=[N:30][C:31]3[C:36]([CH:37]=2)=[CH:35][CH:34]=[CH:33][CH:32]=3)=[C:19]1[Br:1])([CH3:12])([CH3:11])[CH3:10], predict the reactants needed to synthesize it. The reactants are: [Br:1]N1C(=O)CCC1=O.[C:9]([O:13][C:14](=[O:40])[NH:15][C@@H:16]([CH:38]=[CH2:39])[CH2:17][N:18]1[C:22]2[N:23]=[CH:24][N:25]=[C:26]([NH2:27])[C:21]=2[C:20]([C:28]2[CH:29]=[N:30][C:31]3[C:36]([CH:37]=2)=[CH:35][CH:34]=[CH:33][CH:32]=3)=[CH:19]1)([CH3:12])([CH3:11])[CH3:10].S([O-])([O-])(=O)=S.[Na+].[Na+].C(OCC)(=O)C. (7) The reactants are: [CH3:1][O:2][C:3](=[O:13])[CH:4]([C:6]1[CH:11]=[CH:10][C:9]([OH:12])=[CH:8][CH:7]=1)[CH3:5].[Cl:14]N1C(=O)CCC1=O.O. Given the product [CH3:1][O:2][C:3](=[O:13])[CH:4]([C:6]1[CH:11]=[CH:10][C:9]([OH:12])=[C:8]([Cl:14])[CH:7]=1)[CH3:5], predict the reactants needed to synthesize it.